Dataset: Full USPTO retrosynthesis dataset with 1.9M reactions from patents (1976-2016). Task: Predict the reactants needed to synthesize the given product. Given the product [CH3:1][C:2]1[N:3]([CH2:30][C:31]([O:33][CH2:34][CH3:35])=[O:32])[C:4]2[CH2:5][C:6]([CH3:28])([CH3:27])[CH2:7][C:8](=[O:26])[C:9]=2[C:10]=1[CH2:11][C:12]1[CH:17]=[CH:16][CH:15]=[CH:14][C:13]=1[S:18]([N:21]1[CH2:22][CH2:23][CH2:24][CH2:25]1)(=[O:20])=[O:19], predict the reactants needed to synthesize it. The reactants are: [CH3:1][C:2]1[NH:3][C:4]2[CH2:5][C:6]([CH3:28])([CH3:27])[CH2:7][C:8](=[O:26])[C:9]=2[C:10]=1[CH2:11][C:12]1[CH:17]=[CH:16][CH:15]=[CH:14][C:13]=1[S:18]([N:21]1[CH2:25][CH2:24][CH2:23][CH2:22]1)(=[O:20])=[O:19].Br[CH2:30][C:31]([O:33][CH2:34][CH3:35])=[O:32].C(=O)([O-])[O-].[K+].[K+].[I-].[K+].